Task: Binary Classification. Given a miRNA mature sequence and a target amino acid sequence, predict their likelihood of interaction.. Dataset: Experimentally validated miRNA-target interactions with 360,000+ pairs, plus equal number of negative samples (1) The miRNA is hsa-miR-151a-3p with sequence CUAGACUGAAGCUCCUUGAGG. The protein sequence of the target gene is MAETSPEPSGQLVVHSDAHSDTVLASFEDQRKKGFLCDITLIVENVHFRAHKALLAASSEYFSMMFAEEGEIGQSIYMLEGMVADTFGILLEFIYTGYLHASEKSTEQILATAQFLKVYDLVKAYTDFQNNHSSPKPTTLNTAGAPVVVISNKKNDPPKRKRGRPKKVNTLQEEKSELAAEEEIQLRVNNSVQNRQNFVVKGDSGVLNEQIAAKEKEESEPTCEPSREEEMPVEKDENYDPKTEDGQASQSRYSKRRIWRSVKLKDYKLVGDQEDHGSAKRICGRRKRPGGPEARCKDCG.... Result: 1 (interaction). (2) The miRNA is hsa-miR-548a-3p with sequence CAAAACUGGCAAUUACUUUUGC. The protein sequence of the target gene is MGKGDPKKPRGKMSSYAFFVQTCREEHKKKHPDASVNFSEFSKKCSERWKTMSAKEKGKFEDMAKADKARYEREMKTYIPPKGETKKKFKDPNAPKRPPSAFFLFCSEYRPKIKGEHPGLSIGDVAKKLGEMWNNTAADDKQPYEKKAAKLKEKYEKDIAAYRAKGKPDAAKKGVVKAEKSKKKKEEEEDEEDEEDEEEEEDEEDEDEEEDDDDE. Result: 1 (interaction). (3) Result: 1 (interaction). The protein sequence of the target gene is MSEKENNFPPLPKFIPVKPCFYQNFSDEIPVEHQVLVKRIYRLWMFYCATLGVNLIACLAWWIGGGSGTNFGLAFVWLLLFTPCGYVCWFRPVYKAFRADSSFNFMAFFFIFGAQFVLTVIQAIGFSGWGACGWLSAIGFFQYSPGAAVVMLLPAIMFSVSAAMMAIAIMKVHRIYRGAGGSFQKAQTEWNTGTWRNPPSREAQYNNFSGNSLPEYPTVPSYPGSGQWP. The miRNA is hsa-miR-6825-5p with sequence UGGGGAGGUGUGGAGUCAGCAU. (4) The miRNA is mmu-miR-133a-3p with sequence UUUGGUCCCCUUCAACCAGCUG. The protein sequence of the target gene is MSEAGEEQPMETTGATENGHEAVPEASRGRGWTGAAAGAGGATAAPPSGNQNGAEGDQINASKNEEDAGKMFVGGLSWDTSKKDLKDYFTKFGEVVDCTIKMDPNTGRSRGFGFILFKDAASVEKVLDQKEHRLDGRVIDPKKAMAMKKDPVKKIFVGGLNPESPTEEKIREYFGEFGEIEAIELPMDPKLNKRRGFVFITFKEEEPVKKVLEKKFHTVSGSKCEIKVAQPKEVYQQQQYGSGGRGNRNRGNRGSGGGGGGGGQSQSWNQGYGNYWNQGYGYQQGYGPGYGGYDYSPYGY.... Result: 0 (no interaction).